This data is from Catalyst prediction with 721,799 reactions and 888 catalyst types from USPTO. The task is: Predict which catalyst facilitates the given reaction. (1) Reactant: Br[C:2]1[C:3]([C@@:8]([NH:27][S@@:28]([C:30]([CH3:33])([CH3:32])[CH3:31])=[O:29])([C:15]2[CH:20]=[CH:19][C:18]([O:21][C:22]([F:25])([F:24])[F:23])=[C:17]([F:26])[CH:16]=2)[CH2:9][C:10](OCC)=[O:11])=[N:4][CH:5]=[CH:6][CH:7]=1.CCCCCC.[Li]C(C)(C)C.CCCCC. Product: [F:26][C:17]1[CH:16]=[C:15]([C@:8]2([NH:27][S@@:28]([C:30]([CH3:33])([CH3:32])[CH3:31])=[O:29])[C:3]3=[N:4][CH:5]=[CH:6][CH:7]=[C:2]3[C:10](=[O:11])[CH2:9]2)[CH:20]=[CH:19][C:18]=1[O:21][C:22]([F:24])([F:25])[F:23]. The catalyst class is: 1. (2) Reactant: C[O:2][C:3](=[O:28])[CH2:4][C:5]1[C:9]2[CH:10]=[CH:11][C:12]([O:14][CH2:15][C:16]3[CH:20]=[C:19]([C:21]4[CH:26]=[CH:25][C:24]([Cl:27])=[CH:23][CH:22]=4)[O:18][N:17]=3)=[CH:13][C:8]=2[O:7][CH:6]=1.O.[OH-].[Li+].O.Cl. Product: [Cl:27][C:24]1[CH:25]=[CH:26][C:21]([C:19]2[O:18][N:17]=[C:16]([CH2:15][O:14][C:12]3[CH:11]=[CH:10][C:9]4[C:5]([CH2:4][C:3]([OH:28])=[O:2])=[CH:6][O:7][C:8]=4[CH:13]=3)[CH:20]=2)=[CH:22][CH:23]=1. The catalyst class is: 7. (3) Reactant: [C:1](#[N:3])[CH3:2].C[Si]([N-][Si](C)(C)C)(C)C.[K+].[NH2:14][C:15]1[N:20]=[C:19]([C:21]2[O:22][C:23](Br)=[CH:24][CH:25]=2)[C:18]([C:27]#[N:28])=[C:17]([S:29][CH2:30][CH2:31][C:32]2[CH:37]=[CH:36][CH:35]=[CH:34][N:33]=2)[N:16]=1. Product: [NH2:14][C:15]1[N:20]=[C:19]([C:21]2[O:22][C:23]([CH2:2][C:1]#[N:3])=[CH:24][CH:25]=2)[C:18]([C:27]#[N:28])=[C:17]([S:29][CH2:30][CH2:31][C:32]2[CH:37]=[CH:36][CH:35]=[CH:34][N:33]=2)[N:16]=1. The catalyst class is: 1. (4) Reactant: [I:1][C:2]1[N:7]2[N:8]=[C:9]([C:11]([F:14])([F:13])[F:12])[CH:10]=[C:6]2[C:5]([CH:15]=[O:16])=[CH:4][CH:3]=1.O.[C:18]1([CH3:28])C=CC(S(O)(=O)=O)=C[CH:19]=1.C(O)C[OH:31]. Product: [O:16]1[CH2:28][CH2:18][CH2:19][O:31][CH:15]1[C:5]1[C:6]2[N:7]([N:8]=[C:9]([C:11]([F:12])([F:13])[F:14])[CH:10]=2)[C:2]([I:1])=[CH:3][CH:4]=1. The catalyst class is: 93. (5) Reactant: [CH3:1][C:2]1[CH:7]=[CH:6][C:5]([O:8][CH2:9][C:10]([F:13])([F:12])[F:11])=[CH:4][N:3]=1.C1C=C(Cl)C=C(C(OO)=[O:22])C=1. Product: [CH3:1][C:2]1[CH:7]=[CH:6][C:5]([O:8][CH2:9][C:10]([F:11])([F:13])[F:12])=[CH:4][N+:3]=1[O-:22]. The catalyst class is: 22.